Predict the reactants needed to synthesize the given product. From a dataset of Full USPTO retrosynthesis dataset with 1.9M reactions from patents (1976-2016). Given the product [CH:19]1([C:2]2[CH:3]=[C:4]([C:15]([F:18])([F:17])[F:16])[C:5]3[N:6]([CH:8]=[C:9]([C:11]([O:13][CH3:14])=[O:12])[N:10]=3)[CH:7]=2)[CH2:21][CH2:20]1, predict the reactants needed to synthesize it. The reactants are: Br[C:2]1[CH:3]=[C:4]([C:15]([F:18])([F:17])[F:16])[C:5]2[N:6]([CH:8]=[C:9]([C:11]([O:13][CH3:14])=[O:12])[N:10]=2)[CH:7]=1.[CH:19]1(B(O)O)[CH2:21][CH2:20]1.P([O-])([O-])([O-])=O.[K+].[K+].[K+].